This data is from Full USPTO retrosynthesis dataset with 1.9M reactions from patents (1976-2016). The task is: Predict the reactants needed to synthesize the given product. (1) Given the product [C:28]([O:32][C:6](=[O:12])[NH:3][C:39]1[CH:40]=[CH:41][N:36]2[N:35]=[C:34]([Br:33])[N:45]=[C:37]2[CH:38]=1)([CH3:31])([CH3:30])[CH3:29], predict the reactants needed to synthesize it. The reactants are: C([N:3]([CH2:6]C)CC)C.[N-]=[N+]=[N-].P([O-])(OC1C=CC=CC=1)(OC1C=CC=CC=1)=[O:12].[C:28]([OH:32])([CH3:31])([CH3:30])[CH3:29].[Br:33][C:34]1[N:45]=[C:37]2[CH:38]=[C:39](C([O-])=O)[CH:40]=[CH:41][N:36]2[N:35]=1. (2) Given the product [C:16]([O:19][CH2:20][CH:21]([N:27]([CH2:31][C:32]([O:34][C:4]1([N:7]=[O:8])[CH2:5][CH2:6][O:1][CH2:2][CH2:3]1)=[O:33])[C:28](=[O:30])[CH3:29])[CH2:22][O:23][C:24](=[O:26])[CH3:25])(=[O:18])[CH3:17], predict the reactants needed to synthesize it. The reactants are: [O:1]1[CH2:6][CH2:5][C:4](=[N:7][OH:8])[CH2:3][CH2:2]1.IC1C=CC=CC=1.[C:16]([O:19][CH2:20][CH:21]([N:27]([CH2:31][C:32]([OH:34])=[O:33])[C:28](=[O:30])[CH3:29])[CH2:22][O:23][C:24](=[O:26])[CH3:25])(=[O:18])[CH3:17].[C:16]([O:19][CH2:20][CH:21]([N:27]([CH2:31][C:32]([OH:34])=[O:33])[C:28](=[O:30])[CH3:29])[CH2:22][O:23][C:24](=[O:26])[CH3:25])(=[O:18])[CH3:17]. (3) The reactants are: [F:1][C:2]([F:12])([F:11])[C:3]1[CH:4]=[C:5]([NH2:10])[CH:6]=[C:7]([NH2:9])[CH:8]=1.[Cl:13][CH2:14][CH2:15][CH2:16][C:17](O)=[O:18].ON1C2C=CC=CC=2N=N1.C(N(C(C)C)CC)(C)C. Given the product [NH2:9][C:7]1[CH:6]=[C:5]([NH:10][C:17](=[O:18])[CH2:16][CH2:15][CH2:14][Cl:13])[CH:4]=[C:3]([C:2]([F:11])([F:12])[F:1])[CH:8]=1, predict the reactants needed to synthesize it. (4) Given the product [Cl:1][C:2]1[CH:3]=[C:4]([N:8]2[C:13](=[O:14])[C:12]([O:15][CH2:26][C:27]3[CH:32]=[CH:31][CH:30]=[CH:29][CH:28]=3)=[C:11]([C:16]3[CH:21]=[CH:20][C:19]([S:22]([CH3:25])(=[O:24])=[O:23])=[CH:18][CH:17]=3)[CH:10]=[N:9]2)[CH:5]=[CH:6][CH:7]=1, predict the reactants needed to synthesize it. The reactants are: [Cl:1][C:2]1[CH:3]=[C:4]([N:8]2[C:13](=[O:14])[C:12]([OH:15])=[C:11]([C:16]3[CH:21]=[CH:20][C:19]([S:22]([CH3:25])(=[O:24])=[O:23])=[CH:18][CH:17]=3)[CH:10]=[N:9]2)[CH:5]=[CH:6][CH:7]=1.[CH2:26](Cl)[C:27]1[CH:32]=[CH:31][CH:30]=[CH:29][CH:28]=1.